This data is from Forward reaction prediction with 1.9M reactions from USPTO patents (1976-2016). The task is: Predict the product of the given reaction. Given the reactants [C:1](Cl)(=[O:5])/[CH:2]=[CH:3]/[CH3:4].[F:7][C:8]([F:20])([F:19])[C:9]1[CH:17]=[C:16]2[C:12]([C:13]([NH2:18])=[N:14][NH:15]2)=[CH:11][CH:10]=1, predict the reaction product. The product is: [F:20][C:8]([F:7])([F:19])[C:9]1[CH:17]=[C:16]2[C:12]([C:13]([NH:18][C:1](=[O:5])[CH:2]=[CH:3][CH3:4])=[N:14][NH:15]2)=[CH:11][CH:10]=1.